From a dataset of Catalyst prediction with 721,799 reactions and 888 catalyst types from USPTO. Predict which catalyst facilitates the given reaction. Reactant: C([O:8][CH2:9][C@@:10]1([O:24][CH3:25])[CH2:15][CH2:14][N:13]([C:16]([O:18][C:19]([CH3:22])([CH3:21])[CH3:20])=[O:17])[CH2:12][C@H:11]1[F:23])C1C=CC=CC=1.[H][H]. Product: [F:23][C@H:11]1[C@:10]([CH2:9][OH:8])([O:24][CH3:25])[CH2:15][CH2:14][N:13]([C:16]([O:18][C:19]([CH3:22])([CH3:21])[CH3:20])=[O:17])[CH2:12]1. The catalyst class is: 563.